Dataset: NCI-60 drug combinations with 297,098 pairs across 59 cell lines. Task: Regression. Given two drug SMILES strings and cell line genomic features, predict the synergy score measuring deviation from expected non-interaction effect. Drug 1: CC1=C(N=C(N=C1N)C(CC(=O)N)NCC(C(=O)N)N)C(=O)NC(C(C2=CN=CN2)OC3C(C(C(C(O3)CO)O)O)OC4C(C(C(C(O4)CO)O)OC(=O)N)O)C(=O)NC(C)C(C(C)C(=O)NC(C(C)O)C(=O)NCCC5=NC(=CS5)C6=NC(=CS6)C(=O)NCCC[S+](C)C)O. Drug 2: CS(=O)(=O)OCCCCOS(=O)(=O)C. Cell line: SN12C. Synergy scores: CSS=18.6, Synergy_ZIP=-7.99, Synergy_Bliss=-4.98, Synergy_Loewe=-1.60, Synergy_HSA=-1.09.